This data is from Human liver microsome stability data. The task is: Regression/Classification. Given a drug SMILES string, predict its absorption, distribution, metabolism, or excretion properties. Task type varies by dataset: regression for continuous measurements (e.g., permeability, clearance, half-life) or binary classification for categorical outcomes (e.g., BBB penetration, CYP inhibition). Dataset: hlm. (1) The compound is Clc1ccc2c(NCCCNCc3cnccc3Cl)ccnc2c1. The result is 1 (stable in human liver microsomes). (2) The drug is Cc1cc(S(=O)(=O)N=C(N)NN=CC#Cc2ccccc2)c(SCc2cc3c(cc2Cl)OCO3)cc1Cl. The result is 1 (stable in human liver microsomes). (3) The molecule is COC(C)(C)CCn1nc(-c2cccs2)c(O)c(C2=NS(=O)(=O)c3cc(NS(C)(=O)=O)ccc3N2)c1=O. The result is 0 (unstable in human liver microsomes). (4) The drug is NC(=O)c1ccccc1OCCCN1CCN(c2cccc3c2ccn3S(=O)(=O)c2ccccc2)CC1. The result is 0 (unstable in human liver microsomes). (5) The molecule is CCCCOc1nc(N)c2c(n1)N(Cc1cccc(CN3CCCC3)c1)CC(=O)N2. The result is 0 (unstable in human liver microsomes).